Dataset: Rat liver microsome stability data. Task: Regression/Classification. Given a drug SMILES string, predict its absorption, distribution, metabolism, or excretion properties. Task type varies by dataset: regression for continuous measurements (e.g., permeability, clearance, half-life) or binary classification for categorical outcomes (e.g., BBB penetration, CYP inhibition). Dataset: rlm. (1) The compound is Cc1ccc(-c2nnc(Nc3ccc(Br)cc3)c3ccccc23)cc1S(=O)(=O)N1CCN(C)CC1. The result is 1 (stable in rat liver microsomes). (2) The drug is CNS(=O)(=O)c1ccc(CNC(=O)c2ccc(OCCC(F)(F)F)nc2)c(Cl)c1. The result is 1 (stable in rat liver microsomes). (3) The compound is CN1CCN(c2ccc(Nc3c4ccccc4nc4ccccc34)cc2)CC1. The result is 1 (stable in rat liver microsomes). (4) The molecule is CC(C)(O)CCN1CCC(NS(=O)(=O)c2cc(S(=O)(=O)c3ccccc3)ccc2C(F)(F)F)CC1. The result is 1 (stable in rat liver microsomes). (5) The compound is COC(=O)Nc1ccc2c(c1)NC(=O)CCC=CC[C@H](NC(=O)C=Cc1cccc(Cl)c1)c1nc-2c[nH]1. The result is 0 (unstable in rat liver microsomes). (6) The compound is Cn1c(-c2ccc(Cl)cc2)c(C2CCCC2)c2ccc(C(=O)NC3(C(=O)Nc4ccc(C=CC(=O)O)cc4)CCC3)cc21. The result is 0 (unstable in rat liver microsomes). (7) The drug is N#Cc1ccc(-c2ccc(C3(C(F)(F)F)CC3)nc2)nc1. The result is 0 (unstable in rat liver microsomes).